This data is from Catalyst prediction with 721,799 reactions and 888 catalyst types from USPTO. The task is: Predict which catalyst facilitates the given reaction. (1) Reactant: [CH3:1][O:2][C:3](=[O:11])[C:4]1[CH:9]=[CH:8][C:7]([OH:10])=[CH:6][CH:5]=1.[F:12][C:13]1[CH:18]=[CH:17][C:16]([N:19]2[CH2:23][CH:22]([CH2:24]O)[CH2:21][C:20]2=[O:26])=[CH:15][CH:14]=1.C1C=CC(P(C2C=CC=CC=2)C2C=CC=CC=2)=CC=1.C(N(CC)CC)C.CC(OC(/N=N/C(OC(C)C)=O)=O)C. Product: [CH3:1][O:2][C:3](=[O:11])[C:4]1[CH:9]=[CH:8][C:7]([O:10][CH2:24][CH:22]2[CH2:21][C:20](=[O:26])[N:19]([C:16]3[CH:17]=[CH:18][C:13]([F:12])=[CH:14][CH:15]=3)[CH2:23]2)=[CH:6][CH:5]=1. The catalyst class is: 11. (2) Reactant: [C:1](Cl)(=[O:8])[C:2]1[CH:7]=[CH:6][CH:5]=[CH:4][CH:3]=1.[Sn](Cl)(Cl)(Cl)Cl.[CH3:15][C:16]1[CH:20]=[C:19]([CH3:21])[NH:18][C:17]=1[C:22]([O:24][CH2:25][CH3:26])=[O:23]. Product: [C:1]([C:20]1[C:16]([CH3:15])=[C:17]([C:22]([O:24][CH2:25][CH3:26])=[O:23])[NH:18][C:19]=1[CH3:21])(=[O:8])[C:2]1[CH:7]=[CH:6][CH:5]=[CH:4][CH:3]=1. The catalyst class is: 4. (3) Reactant: [CH3:1][O:2][C:3]1[C:4](=[O:31])[C:5]([CH3:30])=[C:6]([CH2:12][C:13]2[CH:14]=[CH:15][C:16]([C:22]3[CH:27]=[CH:26][CH:25]=[C:24]([O:28][CH3:29])[CH:23]=3)=[C:17]([CH:21]=2)[C:18](O)=[O:19])[C:7](=[O:11])[C:8]=1[O:9][CH3:10].[NH:32]1[CH2:37][CH2:36][CH2:35][CH2:34][CH2:33]1.CCN=C=NCCCN(C)C.Cl. Product: [CH3:1][O:2][C:3]1[C:4](=[O:31])[C:5]([CH3:30])=[C:6]([CH2:12][C:13]2[CH:14]=[CH:15][C:16]([C:22]3[CH:27]=[CH:26][CH:25]=[C:24]([O:28][CH3:29])[CH:23]=3)=[C:17]([CH:21]=2)[C:18]([N:32]2[CH2:37][CH2:36][CH2:35][CH2:34][CH2:33]2)=[O:19])[C:7](=[O:11])[C:8]=1[O:9][CH3:10]. The catalyst class is: 172. (4) Reactant: [F:1][C:2]1[C:7]([F:8])=[C:6]([F:9])[C:5]([F:10])=[C:4]([F:11])[C:3]=1[C:12]1[CH:17]=[C:16]([C:18]([F:21])([F:20])[F:19])[CH:15]=[C:14]([C:22]([F:25])([F:24])[F:23])[CH:13]=1.[Br:26]Br.C(Cl)(Cl)Cl.S([O-])([O-])=O.[Na+].[Na+]. Product: [Br:26][C:15]1[C:16]([C:18]([F:21])([F:19])[F:20])=[CH:17][C:12]([C:3]2[C:2]([F:1])=[C:7]([F:8])[C:6]([F:9])=[C:5]([F:10])[C:4]=2[F:11])=[CH:13][C:14]=1[C:22]([F:25])([F:24])[F:23]. The catalyst class is: 429. (5) Reactant: C(S[C:9]1[S:10][C:11]([CH2:14][N:15]2[C:20](=[N:21][N+:22]([O-:24])=[O:23])[N:19]([CH3:25])[CH2:18][O:17][CH2:16]2)=[CH:12][N:13]=1)C1C=CC=CC=1.[ClH:26].ClCl. Product: [Cl:26][C:9]1[S:10][C:11]([CH2:14][N:15]2[C:20](=[N:21][N+:22]([O-:24])=[O:23])[N:19]([CH3:25])[CH2:18][O:17][CH2:16]2)=[CH:12][N:13]=1. The catalyst class is: 159. (6) Reactant: [Cl:1][C:2]1[CH:3]=[C:4]([C:9]2[CH2:13][C:12]([CH3:17])([C:14]([OH:16])=O)[O:11][N:10]=2)[CH:5]=[C:6]([Cl:8])[CH:7]=1.C(Cl)(=O)C(Cl)=O.[C:24]([NH2:28])([CH3:27])([CH3:26])[CH3:25].C(N(CC)CC)C.CN(C1C=CC=CN=1)C. Product: [C:24]([NH:28][C:14]([C:12]1([CH3:17])[O:11][N:10]=[C:9]([C:4]2[CH:5]=[C:6]([Cl:8])[CH:7]=[C:2]([Cl:1])[CH:3]=2)[CH2:13]1)=[O:16])([CH3:27])([CH3:26])[CH3:25]. The catalyst class is: 306. (7) Reactant: [Cl:1][C:2]1[CH:7]=[CH:6][C:5]([C:8]2[NH:12][N:11]=[C:10]([N:13]3[CH2:18][CH2:17][NH:16][CH2:15][CH2:14]3)[C:9]=2[C:19]2[CH:24]=[CH:23][N:22]=[CH:21][CH:20]=2)=[CH:4][CH:3]=1.[CH2:25]=O. Product: [Cl:1][C:2]1[CH:7]=[CH:6][C:5]([C:8]2[NH:12][N:11]=[C:10]([N:13]3[CH2:18][CH2:17][N:16]([CH3:25])[CH2:15][CH2:14]3)[C:9]=2[C:19]2[CH:24]=[CH:23][N:22]=[CH:21][CH:20]=2)=[CH:4][CH:3]=1. The catalyst class is: 106.